Dataset: Peptide-MHC class I binding affinity with 185,985 pairs from IEDB/IMGT. Task: Regression. Given a peptide amino acid sequence and an MHC pseudo amino acid sequence, predict their binding affinity value. This is MHC class I binding data. The binding affinity (normalized) is 0.797. The MHC is HLA-B15:01 with pseudo-sequence HLA-B15:01. The peptide sequence is LQSSSYPGY.